Dataset: Full USPTO retrosynthesis dataset with 1.9M reactions from patents (1976-2016). Task: Predict the reactants needed to synthesize the given product. (1) Given the product [CH:1]1([N:5]2[C:9]3[N:10]=[C:15]([CH:12]4[CH2:13][CH2:14]4)[CH:16]=[C:17]([C:18]([O:20][CH2:21][CH3:22])=[O:19])[C:8]=3[C:7]([CH3:11])=[N:6]2)[CH2:2][CH2:3][CH2:4]1, predict the reactants needed to synthesize it. The reactants are: [CH:1]1([N:5]2[C:9]([NH2:10])=[CH:8][C:7]([CH3:11])=[N:6]2)[CH2:4][CH2:3][CH2:2]1.[CH:12]1([C:15](=O)[CH2:16][C:17](=O)[C:18]([O:20][CH2:21][CH3:22])=[O:19])[CH2:14][CH2:13]1. (2) Given the product [F:19][C:18]([F:21])([F:20])[C:16]([OH:22])=[O:17].[CH3:15][O:14][C@@H:10]1[CH2:11][CH2:12][CH2:13][NH:8][CH2:9]1, predict the reactants needed to synthesize it. The reactants are: C(OC([N:8]1[CH2:13][CH2:12][CH2:11][C@@H:10]([O:14][CH3:15])[CH2:9]1)=O)(C)(C)C.[C:16]([OH:22])([C:18]([F:21])([F:20])[F:19])=[O:17].